Dataset: Reaction yield outcomes from USPTO patents with 853,638 reactions. Task: Predict the reaction yield, written as a fraction of the theoretical maximum amount of product (1.0 means a 100% yield; for example, 0.34 means a 34% yield). The reactants are CCN(C(C)C)C(C)C.Cl.[NH2:11][CH2:12][C:13]([N:15]1[CH2:20][CH2:19][N:18]([C:21](=[O:32])[C:22]2[CH:27]=[CH:26][CH:25]=[CH:24][C:23]=2[C:28]([F:31])([F:30])[F:29])[CH2:17][CH2:16]1)=[O:14].C1C=CC2N(O)N=NC=2C=1.CCN=C=NCCCN(C)C.[F:54][C:55]1[CH:60]=[CH:59][C:58]([F:61])=[CH:57][C:56]=1[C:62]1[CH:67]=[CH:66][C:65]([C:68](O)=[O:69])=[CH:64][CH:63]=1. The catalyst is CN(C=O)C.O. The product is [O:14]=[C:13]([N:15]1[CH2:16][CH2:17][N:18]([C:21](=[O:32])[C:22]2[CH:27]=[CH:26][CH:25]=[CH:24][C:23]=2[C:28]([F:31])([F:29])[F:30])[CH2:19][CH2:20]1)[CH2:12][NH:11][C:68]([C:65]1[CH:66]=[CH:67][C:62]([C:56]2[CH:57]=[C:58]([F:61])[CH:59]=[CH:60][C:55]=2[F:54])=[CH:63][CH:64]=1)=[O:69]. The yield is 0.198.